From a dataset of Reaction yield outcomes from USPTO patents with 853,638 reactions. Predict the reaction yield, written as a fraction of the theoretical maximum amount of product (1.0 means a 100% yield; for example, 0.34 means a 34% yield). (1) The catalyst is CN(C)C=O. The product is [Cl:24][C:25]1[N:30]=[C:29]([NH:1][C:2]2[CH:3]=[C:4]([CH2:8][CH2:9][C:10]3[CH:11]=[C:12]([NH:16][C:17](=[O:23])[O:18][C:19]([CH3:20])([CH3:22])[CH3:21])[CH:13]=[N:14][CH:15]=3)[CH:5]=[CH:6][CH:7]=2)[C:28]([F:32])=[CH:27][N:26]=1. The yield is 0.200. The reactants are [NH2:1][C:2]1[CH:3]=[C:4]([CH2:8][CH2:9][C:10]2[CH:11]=[C:12]([NH:16][C:17](=[O:23])[O:18][C:19]([CH3:22])([CH3:21])[CH3:20])[CH:13]=[N:14][CH:15]=2)[CH:5]=[CH:6][CH:7]=1.[Cl:24][C:25]1[N:30]=[C:29](Cl)[C:28]([F:32])=[CH:27][N:26]=1.C(=O)([O-])[O-].[K+].[K+]. (2) The reactants are O=O.[CH2:3]([OH:12])[CH:4]=[CH:5][C:6]1[CH:11]=[CH:10][CH:9]=[CH:8][CH:7]=1.C(=O)([O-])[O-:14].[K+].[K+]. The catalyst is [Pt].O. The product is [C:3]([OH:14])(=[O:12])[CH:4]=[CH:5][C:6]1[CH:11]=[CH:10][CH:9]=[CH:8][CH:7]=1. The yield is 0.930.